Dataset: Forward reaction prediction with 1.9M reactions from USPTO patents (1976-2016). Task: Predict the product of the given reaction. (1) Given the reactants [C:1]1([C:3](=[CH:5][CH:6]=[CH:7][CH:8]=1)[OH:4])[OH:2].C(=O)([O-])[O-].[K+].[K+].CC1C=CC(S([O:25][CH2:26][C@@H:27]2O[CH2:28]2)(=O)=O)=CC=1, predict the reaction product. The product is: [O:2]1[C:1]2[CH:8]=[CH:7][CH:6]=[CH:5][C:3]=2[O:4][CH2:28][C@@H:27]1[CH2:26][OH:25]. (2) Given the reactants [CH3:1][O:2][C:3]([C:5]1[CH:6]=[C:7]([CH3:29])[C:8]2[O:14][C:13]3[C:15]([Cl:25])=[CH:16][C:17]([N:19]4[CH2:24][CH2:23][NH:22][CH2:21][CH2:20]4)=[CH:18][C:12]=3[CH2:11][S:10](=[O:27])(=[O:26])[C:9]=2[CH:28]=1)=[O:4].[CH3:30][C:31]1[O:37][C:34]([CH:35]=O)=[CH:33][CH:32]=1.C([BH3-])#N.[Na+], predict the reaction product. The product is: [CH3:1][O:2][C:3]([C:5]1[CH:6]=[C:7]([CH3:29])[C:8]2[O:14][C:13]3[C:15]([Cl:25])=[CH:16][C:17]([N:19]4[CH2:20][CH2:21][N:22]([CH2:35][C:34]5[O:37][C:31]([CH3:30])=[CH:32][CH:33]=5)[CH2:23][CH2:24]4)=[CH:18][C:12]=3[CH2:11][S:10](=[O:26])(=[O:27])[C:9]=2[CH:28]=1)=[O:4].